From a dataset of Catalyst prediction with 721,799 reactions and 888 catalyst types from USPTO. Predict which catalyst facilitates the given reaction. (1) Reactant: [F:1][C:2]1[CH:3]=[C:4]([CH:35]=[CH:36][CH:37]=1)[CH2:5][O:6][C:7]1[CH:33]=[CH:32][C:10]([NH:11][C:12]2[C:21]3[C:16](=[CH:17][CH:18]=[C:19]([C:22]4[O:26][C:25]([CH:27]=[CH:28][C:29](O)=[O:30])=[CH:24][CH:23]=4)[CH:20]=3)[N:15]=[CH:14][N:13]=2)=[CH:9][C:8]=1[Cl:34].Cl.[C:39]1([S:45]([CH2:48][CH2:49][NH2:50])(=[O:47])=[O:46])[CH:44]=[CH:43][CH:42]=[CH:41][CH:40]=1.Cl.CN(C)CCCN=C=NCC.C(N(C(C)C)CC)(C)C. Product: [F:1][C:2]1[CH:3]=[C:4]([CH:35]=[CH:36][CH:37]=1)[CH2:5][O:6][C:7]1[CH:33]=[CH:32][C:10]([NH:11][C:12]2[C:21]3[C:16](=[CH:17][CH:18]=[C:19]([C:22]4[O:26][C:25]([CH:27]=[CH:28][C:29]([NH:50][CH2:49][CH2:48][S:45]([C:39]5[CH:44]=[CH:43][CH:42]=[CH:41][CH:40]=5)(=[O:47])=[O:46])=[O:30])=[CH:24][CH:23]=4)[CH:20]=3)[N:15]=[CH:14][N:13]=2)=[CH:9][C:8]=1[Cl:34]. The catalyst class is: 10. (2) Reactant: [C:1]([C:5]1[CH:10]=[CH:9][C:8]([N:11]2[CH2:16][CH2:15][O:14][C@H:13]([C@@H:17]([OH:30])[C:18]([NH:20][C:21]3[CH:26]=[CH:25][C:24]([C:27]#[N:28])=[CH:23][C:22]=3[Cl:29])=[O:19])[C:12]2=[O:31])=[CH:7][CH:6]=1)([CH3:4])([CH3:3])[CH3:2].[NH2:32][OH:33]. Product: [C:1]([C:5]1[CH:6]=[CH:7][C:8]([N:11]2[CH2:16][CH2:15][O:14][C@H:13]([C@@H:17]([OH:30])[C:18]([NH:20][C:21]3[CH:26]=[CH:25][C:24]([C:27](=[N:32][OH:33])[NH2:28])=[CH:23][C:22]=3[Cl:29])=[O:19])[C:12]2=[O:31])=[CH:9][CH:10]=1)([CH3:4])([CH3:2])[CH3:3]. The catalyst class is: 14. (3) Reactant: [H-].[H-].[H-].[H-].[Li+].[Al+3].[Cl:7][C:8]1[CH:9]=[CH:10][C:11]([CH2:16][N:17]2[CH2:20][C:19]([F:22])([F:21])[CH2:18]2)=[C:12]([CH:15]=1)[C:13]#[N:14].O.[OH-].[Na+]. Product: [Cl:7][C:8]1[CH:9]=[CH:10][C:11]([CH2:16][N:17]2[CH2:18][C:19]([F:22])([F:21])[CH2:20]2)=[C:12]([CH:15]=1)[CH2:13][NH2:14]. The catalyst class is: 28. (4) Reactant: [C:1]([C:4]1[C:22](=[O:23])[C@@:8]2([CH3:24])[C:9]3[C:15]([OH:16])=[CH:14][C:13]([O:17][CH3:18])=[C:12]([C:19]([NH2:21])=[O:20])[C:10]=3[O:11][C:7]2=[CH:6][C:5]=1[OH:25])(=[O:3])[CH3:2].[CH3:26][C:27]1[CH:34]=[CH:33][C:30]([CH:31]=O)=[CH:29][CH:28]=1.C([SiH](CC)CC)C.FC(F)(F)C(O)=O. Product: [C:1]([C:4]1[C:22](=[O:23])[C@@:8]2([CH3:24])[C:9]3[C:15]([OH:16])=[CH:14][C:13]([O:17][CH3:18])=[C:12]([C:19]([NH:21][CH2:26][C:27]4[CH:34]=[CH:33][C:30]([CH3:31])=[CH:29][CH:28]=4)=[O:20])[C:10]=3[O:11][C:7]2=[CH:6][C:5]=1[OH:25])(=[O:3])[CH3:2]. The catalyst class is: 11.